This data is from Experimentally validated miRNA-target interactions with 360,000+ pairs, plus equal number of negative samples. The task is: Binary Classification. Given a miRNA mature sequence and a target amino acid sequence, predict their likelihood of interaction. (1) The miRNA is cel-miR-48-5p with sequence UGAGGUAGGCUCAGUAGAUGCGA. The protein sequence of the target gene is MAGWAGFELSALNPLRTLWLALAAAFLFALLLQLAPARLLPSCALFQDLLRYGKTKQSGSRRPAVCRAFDVPKRYFSHFYVISVVWNGSLLWLLSQSLFLGAPFPNWLSALLRTLGATQFQALEMESKASRMPAAELALSAFLVLVFLWVHSLRRLFECFYVSVFSNAAIHVVQYCFGLVYYVLVGLTVLSQVPMDDKNVYVLGKNLLIQARWFHILGMVMFFWSSAHQYKCHVILSNLRRNKKGVVIHCQHRIPFGDWFEYVSSANYLAELMIYISMAVTFGLHNLTWWLVVTYVFSSQ.... Result: 0 (no interaction). (2) The miRNA is hsa-miR-877-3p with sequence UCCUCUUCUCCCUCCUCCCAG. The protein sequence of the target gene is MGRSRRTGAHRAHSLARQMKAKRRRPDLDEIHRELRPQGSARPQPDPNAEFDPDLPGGGLHRCLACARYFIDSTNLKTHFRSKDHKKRLKQLSVEPYSQEEAERAAGMGSYVPPRRLAVPTEVSTEVPEMDTST. Result: 1 (interaction). (3) The miRNA is mmu-miR-362-5p with sequence AAUCCUUGGAACCUAGGUGUGAAU. The protein sequence of the target gene is MDNQQDKVIAASANGDNNLINGVKNNDSEDQEVAMKSFVALEATTPIQPIPVIQKESPMFPRGLLPPPSKKPCMQSPPSPLALIEAPDHSANSASVNAISLTSGVAKGLNTWSLPNECEKAPFAIMEPAGMSALNGDCLMQPSRTCLGCFMESKEAVDPEPGISLKVSDLNRDYETCAVSDIGIQCINAGENIKYGEQLLSDQLLGFPLHKSRAGDRRESEKPDIDLEDPTQKSYYEALLLDKCNTEEALLANSNQDWGYFETFISESKIELLDLCSKNELSVNLFSEEDVENYMFDDDE.... Result: 1 (interaction). (4) The miRNA is hsa-miR-133a-5p with sequence AGCUGGUAAAAUGGAACCAAAU. The protein sequence of the target gene is MALNHTALPQDERLPHYLRDGDPFASKLSWEADLVAGFYLTIIGILSTFGNGYVLYMSSRRKKKLRPAEIMTINLAVCDLGISVVGKPFTIISCFCHRWVFGWIGCRWYGWAGFFFGCGSLITMTAVSLDRYLKICYLSYGVWLKRKHAYICLAAIWAYASFWTTMPLVGLGDYVPEPFGTSCTLDWWLAQASVGGQVFILNILFFCLLLPTAVIVFSYVKIIAKVKSSSKEVAHFDSRIHSSHVLEMKLTKVAMLICAGFLIAWIPYAVVSVWSAFGRPDSIPIQLSVVPTLLAKSAAM.... Result: 0 (no interaction). (5) The miRNA is mmu-miR-804 with sequence UGUGAGUUGUUCCUCACCUGGA. The protein sequence of the target gene is MVSLQVSPLSQTLILAFLLPQALPAGVFELQIHSFGPGPGLGTPRSPCNARGPCRLFFRVCLKPGVSQEATESLCALGAALSTSVPVYTEHPGESAAALPLPDGLVRVPFRDAWPGTFSLVIETWREQLGEHAGGPAWNLLARVVGRRRLAAGGPWARDVQRTGTWELHFSYRARCEPPAVGAACARLCRSRSAPSRCGPGLRPCTPFPDECEAPSVCRPGCSPEHGYCEEPDECRCLEGWTGPLCTVPVSTSSCLNSRVPGPASTGCLLPGPGPCDGNPCANGGSCSETSGSFECACPR.... Result: 1 (interaction).